This data is from NCI-60 drug combinations with 297,098 pairs across 59 cell lines. The task is: Regression. Given two drug SMILES strings and cell line genomic features, predict the synergy score measuring deviation from expected non-interaction effect. (1) Drug 2: CC1=C2C(C(=O)C3(C(CC4C(C3C(C(C2(C)C)(CC1OC(=O)C(C(C5=CC=CC=C5)NC(=O)OC(C)(C)C)O)O)OC(=O)C6=CC=CC=C6)(CO4)OC(=O)C)O)C)O. Drug 1: CC(C)(C#N)C1=CC(=CC(=C1)CN2C=NC=N2)C(C)(C)C#N. Cell line: NCI-H226. Synergy scores: CSS=1.35, Synergy_ZIP=-1.23, Synergy_Bliss=-2.21, Synergy_Loewe=-2.38, Synergy_HSA=-2.78. (2) Drug 1: COC1=NC(=NC2=C1N=CN2C3C(C(C(O3)CO)O)O)N. Drug 2: CN(CCCl)CCCl.Cl. Cell line: RPMI-8226. Synergy scores: CSS=31.7, Synergy_ZIP=-3.40, Synergy_Bliss=-3.94, Synergy_Loewe=-9.37, Synergy_HSA=-0.817. (3) Drug 1: CN(C)N=NC1=C(NC=N1)C(=O)N. Drug 2: C1=NC2=C(N1)C(=S)N=C(N2)N. Cell line: SK-MEL-2. Synergy scores: CSS=14.2, Synergy_ZIP=-5.73, Synergy_Bliss=-0.720, Synergy_Loewe=-11.4, Synergy_HSA=-3.21. (4) Drug 1: CC1=C(C(=O)C2=C(C1=O)N3CC4C(C3(C2COC(=O)N)OC)N4)N. Drug 2: CC12CCC3C(C1CCC2OP(=O)(O)O)CCC4=C3C=CC(=C4)OC(=O)N(CCCl)CCCl.[Na+]. Cell line: A549. Synergy scores: CSS=39.9, Synergy_ZIP=-0.446, Synergy_Bliss=-1.18, Synergy_Loewe=-16.7, Synergy_HSA=0.249. (5) Drug 1: C1=NC2=C(N=C(N=C2N1C3C(C(C(O3)CO)O)F)Cl)N. Drug 2: C1C(C(OC1N2C=NC(=NC2=O)N)CO)O. Cell line: NCI-H322M. Synergy scores: CSS=1.82, Synergy_ZIP=0.632, Synergy_Bliss=1.82, Synergy_Loewe=0.635, Synergy_HSA=0.156. (6) Drug 1: COC1=NC(=NC2=C1N=CN2C3C(C(C(O3)CO)O)O)N. Drug 2: CS(=O)(=O)CCNCC1=CC=C(O1)C2=CC3=C(C=C2)N=CN=C3NC4=CC(=C(C=C4)OCC5=CC(=CC=C5)F)Cl. Cell line: SF-268. Synergy scores: CSS=-9.55, Synergy_ZIP=5.55, Synergy_Bliss=3.27, Synergy_Loewe=-7.71, Synergy_HSA=-8.28.